The task is: Predict the product of the given reaction.. This data is from Forward reaction prediction with 1.9M reactions from USPTO patents (1976-2016). Given the reactants ClC1[C:3](C#N)=[N:4]C=CN=1.COC1C=C(B(O)O)C=CC=1.C[O:22][C:23]([C:25]1[N:26]=[C:27](N(C)C)S[C:29]=1[C:30]1[CH:35]=[CH:34][CH:33]=[C:32]([O:36][CH3:37])[CH:31]=1)=[O:24], predict the reaction product. The product is: [CH3:37][O:36][C:32]1[CH:31]=[C:30]([C:29]2[C:25]([C:23]([OH:22])=[O:24])=[N:26][CH:27]=[CH:3][N:4]=2)[CH:35]=[CH:34][CH:33]=1.